Dataset: Reaction yield outcomes from USPTO patents with 853,638 reactions. Task: Predict the reaction yield, written as a fraction of the theoretical maximum amount of product (1.0 means a 100% yield; for example, 0.34 means a 34% yield). (1) The reactants are Br[C:2]1[CH:11]=[C:10]2[C:5]([CH:6]=[C:7]([NH:12][C:13]([CH:15]3[CH2:17][CH2:16]3)=[O:14])[N:8]=[CH:9]2)=[CH:4][CH:3]=1.N1C2C(=CC=C3C=2N=CC=C3)C=CC=1.C(=O)([O-])[O-].[Cs+].[Cs+].[NH2:38][CH2:39][CH2:40][OH:41]. The catalyst is [Cu]I. The product is [OH:41][CH2:40][CH2:39][NH:38][C:2]1[CH:11]=[C:10]2[C:5]([CH:6]=[C:7]([NH:12][C:13]([CH:15]3[CH2:17][CH2:16]3)=[O:14])[N:8]=[CH:9]2)=[CH:4][CH:3]=1. The yield is 0.170. (2) The reactants are [Cl:1][C:2]1[CH:6]=[N:5][N:4]([CH3:7])[C:3]=1[C:8]1[CH:9]=[C:10]([NH2:16])[CH:11]=[CH:12][C:13]=1[O:14][CH3:15].[Cl:17][C:18]1[CH:23]=[CH:22][C:21]([N:24]=[C:25]=[O:26])=[C:20]([C:27]([F:30])([F:29])[F:28])[CH:19]=1. No catalyst specified. The product is [Cl:1][C:2]1[CH:6]=[N:5][N:4]([CH3:7])[C:3]=1[C:8]1[CH:9]=[C:10]([NH:16][C:25]([NH:24][C:21]2[CH:22]=[CH:23][C:18]([Cl:17])=[CH:19][C:20]=2[C:27]([F:29])([F:28])[F:30])=[O:26])[CH:11]=[CH:12][C:13]=1[O:14][CH3:15]. The yield is 0.0800. (3) The reactants are [P:1]([O:5][CH2:6][C:7]1[CH:8]=[C:9]([CH:51]=[CH:52][CH:53]=1)[C:10]([O:12][C:13]1[C:17]([O:18][C:19](=[O:32])[C:20]2[CH:25]=[CH:24][CH:23]=[C:22]([CH2:26][O:27][P:28]([OH:31])([OH:30])=[O:29])[CH:21]=2)=[C:16]([C:33](=[O:37])[N:34]([CH3:36])[CH3:35])[N:15]([C:38]2[CH:43]=[CH:42][C:41]([O:44][CH3:45])=[CH:40][CH:39]=2)[C:14]=1[C:46](=[O:50])[N:47]([CH3:49])[CH3:48])=[O:11])([OH:4])([OH:3])=[O:2].C(=O)(O)[O-].[Na+:58]. The catalyst is C(#N)C. The product is [P:28]([O-:31])([O:27][CH2:26][C:22]1[CH:23]=[CH:24][CH:25]=[C:20]([C:19]([O:18][C:17]2[C:13]([O:12][C:10]([C:9]3[CH:8]=[C:7]([CH2:6][O:5][P:1]([O-:4])([OH:3])=[O:2])[CH:53]=[CH:52][CH:51]=3)=[O:11])=[C:14]([C:46](=[O:50])[N:47]([CH3:48])[CH3:49])[N:15]([C:38]3[CH:43]=[CH:42][C:41]([O:44][CH3:45])=[CH:40][CH:39]=3)[C:16]=2[C:33](=[O:37])[N:34]([CH3:36])[CH3:35])=[O:32])[CH:21]=1)([OH:30])=[O:29].[Na+:58].[Na+:58]. The yield is 0.950. (4) The reactants are C(N(CC)CC)C.Cl.[NH:9]1[CH2:13][CH2:12][CH:11]([O:14][C:15](=[O:22])[C:16]2[CH:21]=[CH:20][CH:19]=[CH:18][CH:17]=2)[CH2:10]1.O=S1(=O)[N:28]([C:29]2[CH:40]=[CH:39][C:32]([C:33]([NH:35][CH2:36][CH2:37][CH3:38])=[O:34])=[CH:31][CH:30]=2)[CH:27]([C:41]2[CH:46]=[CH:45][CH:44]=[CH:43][CH:42]=2)[CH2:26]O1. The catalyst is C(O)C. The product is [C:41]1([CH:27]([NH:28][C:29]2[CH:30]=[CH:31][C:32]([C:33](=[O:34])[NH:35][CH2:36][CH2:37][CH3:38])=[CH:39][CH:40]=2)[CH2:26][N:9]2[CH2:13][CH2:12][CH:11]([O:14][C:15](=[O:22])[C:16]3[CH:17]=[CH:18][CH:19]=[CH:20][CH:21]=3)[CH2:10]2)[CH:42]=[CH:43][CH:44]=[CH:45][CH:46]=1. The yield is 0.660. (5) The reactants are [O:1]1[C:5]2[CH:6]=[CH:7][C:8]([C:10]3([C:13]([NH:15][C:16]4[CH:17]=[C:18]5[C:22](=[CH:23][CH:24]=4)[N:21]([CH2:25][CH2:26][CH2:27][C:28]([OH:30])=O)[C:20]([C:31]([CH3:34])([CH3:33])[CH3:32])=[CH:19]5)=[O:14])[CH2:12][CH2:11]3)=[CH:9][C:4]=2[O:3][CH2:2]1.CCN(CC)CC.CN(C(ON1N=NC2C=CC=CC1=2)=[N+](C)C)C.F[P-](F)(F)(F)(F)F.[CH2:66]([CH2:68][NH2:69])[OH:67]. The catalyst is CN(C=O)C. The product is [O:1]1[C:5]2[CH:6]=[CH:7][C:8]([C:10]3([C:13]([NH:15][C:16]4[CH:17]=[C:18]5[C:22](=[CH:23][CH:24]=4)[N:21]([CH2:25][CH2:26][CH2:27][C:28]([NH:69][CH2:68][CH2:66][OH:67])=[O:30])[C:20]([C:31]([CH3:32])([CH3:34])[CH3:33])=[CH:19]5)=[O:14])[CH2:12][CH2:11]3)=[CH:9][C:4]=2[O:3][CH2:2]1. The yield is 0.640. (6) The reactants are [NH2:1][C:2]1[CH:11]=[CH:10][CH:9]=[CH:8][C:3]=1[C:4]([NH:6][CH3:7])=[O:5].[Cl:12][C:13]1[N:18]=[C:17](Cl)[C:16]([Cl:20])=[CH:15][N:14]=1.C(=O)([O-])[O-].[K+].[K+].O. The catalyst is CN(C=O)C. The product is [Cl:12][C:13]1[N:18]=[C:17]([NH:1][C:2]2[CH:11]=[CH:10][CH:9]=[CH:8][C:3]=2[C:4]([NH:6][CH3:7])=[O:5])[C:16]([Cl:20])=[CH:15][N:14]=1. The yield is 0.890.